From a dataset of Peptide-MHC class I binding affinity with 185,985 pairs from IEDB/IMGT. Regression. Given a peptide amino acid sequence and an MHC pseudo amino acid sequence, predict their binding affinity value. This is MHC class I binding data. (1) The peptide sequence is RQSSGSSSSGF. The MHC is HLA-B44:03 with pseudo-sequence HLA-B44:03. The binding affinity (normalized) is 0.0847. (2) The peptide sequence is RQTVSRFKK. The MHC is HLA-A33:01 with pseudo-sequence HLA-A33:01. The binding affinity (normalized) is 0.188. (3) The peptide sequence is QSYEFLGLK. The MHC is HLA-A26:01 with pseudo-sequence HLA-A26:01. The binding affinity (normalized) is 0.0847. (4) The peptide sequence is SLFYTVATI. The MHC is HLA-A02:03 with pseudo-sequence HLA-A02:03. The binding affinity (normalized) is 0.584. (5) The peptide sequence is YPARVKCAL. The MHC is HLA-B40:01 with pseudo-sequence HLA-B40:01. The binding affinity (normalized) is 0.0847.